Dataset: Full USPTO retrosynthesis dataset with 1.9M reactions from patents (1976-2016). Task: Predict the reactants needed to synthesize the given product. (1) Given the product [S:10]1[C:11]([C:14]2[CH:15]=[C:16]([OH:20])[CH:17]=[CH:18][CH:19]=2)=[N:12][N:13]=[C:9]1[C:5]1[CH:4]=[C:3]([OH:2])[CH:8]=[CH:7][CH:6]=1, predict the reactants needed to synthesize it. The reactants are: C[O:2][C:3]1[CH:4]=[C:5]([C:9]2[S:10][C:11]([C:14]3[CH:19]=[CH:18][CH:17]=[C:16]([O:20]C)[CH:15]=3)=[N:12][N:13]=2)[CH:6]=[CH:7][CH:8]=1. (2) Given the product [Cl:3][C:4]1[C:12]2[N:11]([CH2:27][CH2:28][O:29][C:30]3[CH:35]=[CH:34][CH:33]=[CH:32][CH:31]=3)[C:10]3[CH2:13][CH2:14][N:15]([C:18]([O:20][C:21]([CH3:22])([CH3:24])[CH3:23])=[O:19])[CH2:16][CH2:17][C:9]=3[C:8]=2[C:7]([Cl:25])=[CH:6][CH:5]=1, predict the reactants needed to synthesize it. The reactants are: [H-].[Na+].[Cl:3][C:4]1[C:12]2[NH:11][C:10]3[CH2:13][CH2:14][N:15]([C:18]([O:20][C:21]([CH3:24])([CH3:23])[CH3:22])=[O:19])[CH2:16][CH2:17][C:9]=3[C:8]=2[C:7]([Cl:25])=[CH:6][CH:5]=1.Br[CH2:27][CH2:28][O:29][C:30]1[CH:35]=[CH:34][CH:33]=[CH:32][CH:31]=1. (3) Given the product [NH2:2][CH2:1][C:3]1[CH:4]=[C:5]([CH:14]=[CH:15][CH:16]=1)[O:6][C:7]([CH3:12])([CH3:13])[C:8]([O:10][CH3:11])=[O:9], predict the reactants needed to synthesize it. The reactants are: [C:1]([C:3]1[CH:4]=[C:5]([CH:14]=[CH:15][CH:16]=1)[O:6][C:7]([CH3:13])([CH3:12])[C:8]([O:10][CH3:11])=[O:9])#[N:2]. (4) The reactants are: [CH3:1][O:2][C:3]1[CH:4]=[C:5]([CH:35]=[CH:36][C:37]=1[C:38]([CH3:41])([CH3:40])[CH3:39])[C:6]([N:8]1[C@@H:12]([C:13]2[S:14][C:15]([CH3:18])=[CH:16][N:17]=2)[C@@H:11]([CH2:19][O:20][CH3:21])[CH2:10][C@@:9]1([CH2:29][C:30]1[S:31][CH:32]=[CH:33][N:34]=1)[C:22]([O:24]C(C)(C)C)=[O:23])=[O:7]. Given the product [CH3:1][O:2][C:3]1[CH:4]=[C:5]([CH:35]=[CH:36][C:37]=1[C:38]([CH3:41])([CH3:40])[CH3:39])[C:6]([N:8]1[C@@H:12]([C:13]2[S:14][C:15]([CH3:18])=[CH:16][N:17]=2)[C@@H:11]([CH2:19][O:20][CH3:21])[CH2:10][C@@:9]1([CH2:29][C:30]1[S:31][CH:32]=[CH:33][N:34]=1)[C:22]([OH:24])=[O:23])=[O:7], predict the reactants needed to synthesize it. (5) The reactants are: [OH:1][CH2:2][CH2:3][NH:4][C:5]1[N:6]=[C:7]([CH3:38])[C:8]2[C:13]([C:14]3[CH:19]=[CH:18][CH:17]=[CH:16][CH:15]=3)=[C:12]([C:20]3[CH:25]=[CH:24][C:23]([C:26]4([NH:30]C(=O)OC(C)(C)C)[CH2:29][CH2:28][CH2:27]4)=[CH:22][CH:21]=3)[O:11][C:9]=2[N:10]=1.[ClH:39].O1CCOCC1. Given the product [ClH:39].[NH2:30][C:26]1([C:23]2[CH:24]=[CH:25][C:20]([C:12]3[O:11][C:9]4[N:10]=[C:5]([NH:4][CH2:3][CH2:2][OH:1])[N:6]=[C:7]([CH3:38])[C:8]=4[C:13]=3[C:14]3[CH:15]=[CH:16][CH:17]=[CH:18][CH:19]=3)=[CH:21][CH:22]=2)[CH2:27][CH2:28][CH2:29]1, predict the reactants needed to synthesize it. (6) Given the product [CH:25]([O:24][C:22](=[O:23])/[CH:21]=[CH:20]\[N:17]1[CH:18]=[N:19][C:15]([C:7]2[CH:6]=[C:5]([CH:10]=[C:9]([C:11]([F:14])([F:13])[F:12])[CH:8]=2)[O:4]/[CH:3]=[CH:35]/[C:34]([O:37][CH:38]([CH3:40])[CH3:39])=[O:36])=[N:16]1)([CH3:26])[CH3:27], predict the reactants needed to synthesize it. The reactants are: CO[CH2:3][O:4][C:5]1[CH:6]=[C:7]([C:15]2[N:19]=[CH:18][N:17](/[CH:20]=[CH:21]\[C:22]([O:24][CH:25]([CH3:27])[CH3:26])=[O:23])[N:16]=2)[CH:8]=[C:9]([C:11]([F:14])([F:13])[F:12])[CH:10]=1.OS([O-])(=O)=O.[Na+].[C:34]([O:37][CH2:38][CH3:39])(=[O:36])[CH3:35].[CH3:40]CCCCC.